From a dataset of Catalyst prediction with 721,799 reactions and 888 catalyst types from USPTO. Predict which catalyst facilitates the given reaction. (1) Reactant: [F:1][C:2]1[CH:3]=[C:4]([OH:8])[CH:5]=[CH:6][CH:7]=1.N1C=CC=CC=1.[C:15](Cl)(=[O:18])[CH2:16][CH3:17]. Product: [F:1][C:2]1[CH:3]=[C:4]([O:8][C:15](=[O:18])[CH2:16][CH3:17])[CH:5]=[CH:6][CH:7]=1. The catalyst class is: 4. (2) Reactant: FC(F)(F)C(O)=O.[CH2:8]([NH:12][C:13]1[N:21]=[C:20]2[C:16]([N:17]=[C:18]([O:22][CH3:23])[NH:19]2)=[C:15]([NH2:24])[N:14]=1)[CH2:9][CH2:10][CH3:11].C(=O)([O-])[O-].[K+].[K+].Br[CH2:32][CH2:33][CH2:34][Cl:35]. Product: [CH2:8]([NH:12][C:13]1[N:21]=[C:20]2[C:16]([N:17]=[C:18]([O:22][CH3:23])[N:19]2[CH2:32][CH2:33][CH2:34][Cl:35])=[C:15]([NH2:24])[N:14]=1)[CH2:9][CH2:10][CH3:11]. The catalyst class is: 3.